From a dataset of Catalyst prediction with 721,799 reactions and 888 catalyst types from USPTO. Predict which catalyst facilitates the given reaction. (1) Reactant: [F:1][C:2]1[CH:15]=[CH:14][C:5]([CH2:6][N:7]2[CH2:12][CH2:11][C:10](=[O:13])[CH2:9][CH2:8]2)=[CH:4][CH:3]=1.[C-:16]#[N:17].[K+].OS([O-])=O.[Na+]. Product: [F:1][C:2]1[CH:3]=[CH:4][C:5]([CH2:6][N:7]2[CH2:8][CH2:9][C:10]([OH:13])([C:16]#[N:17])[CH2:11][CH2:12]2)=[CH:14][CH:15]=1. The catalyst class is: 6. (2) Reactant: C(=O)([O-])[O-].[K+].[K+].CO.C([O:12][CH2:13][C:14]([N:16]1[CH2:20][CH2:19][CH2:18][CH:17]1[C:21]1[C:22]([O:36][C:37]2[CH:42]=[CH:41][C:40]([C:43]3[CH:48]=[CH:47][CH:46]=[CH:45][C:44]=3[F:49])=[CH:39][CH:38]=2)=[CH:23][C:24]2[N:28]=[C:27]([C:29]3[CH:34]=[CH:33][CH:32]=[CH:31][N:30]=3)[NH:26][C:25]=2[CH:35]=1)=[O:15])(=O)C. Product: [F:49][C:44]1[CH:45]=[CH:46][CH:47]=[CH:48][C:43]=1[C:40]1[CH:39]=[CH:38][C:37]([O:36][C:22]2[C:21]([CH:17]3[CH2:18][CH2:19][CH2:20][N:16]3[CH:14]([OH:15])[CH:13]=[O:12])=[CH:35][C:25]3[NH:26][C:27]([C:29]4[CH:34]=[CH:33][CH:32]=[CH:31][N:30]=4)=[N:28][C:24]=3[CH:23]=2)=[CH:42][CH:41]=1. The catalyst class is: 22. (3) Reactant: [Cl:1][C:2]1[CH:7]=[CH:6][C:5]([C:8]2[C:12]3[CH2:13][N:14]([S:17]([CH3:20])(=[O:19])=[O:18])[CH2:15][CH2:16][C:11]=3[N:10]([CH2:21][CH2:22][CH2:23][N:24]3[CH2:29][CH2:28][O:27][CH2:26][CH2:25]3)[N:9]=2)=[CH:4][C:3]=1[C:30]#[C:31][C:32]1[CH:41]=[C:40]2[C:35]([CH2:36][C@H:37]([C:42](OC)=[O:43])[NH:38][CH2:39]2)=[CH:34][CH:33]=1.CC(C[AlH]CC(C)C)C. Product: [Cl:1][C:2]1[CH:7]=[CH:6][C:5]([C:8]2[C:12]3[CH2:13][N:14]([S:17]([CH3:20])(=[O:18])=[O:19])[CH2:15][CH2:16][C:11]=3[N:10]([CH2:21][CH2:22][CH2:23][N:24]3[CH2:29][CH2:28][O:27][CH2:26][CH2:25]3)[N:9]=2)=[CH:4][C:3]=1[C:30]#[C:31][C:32]1[CH:41]=[C:40]2[C:35]([CH2:36][C@H:37]([CH2:42][OH:43])[NH:38][CH2:39]2)=[CH:34][CH:33]=1. The catalyst class is: 1. (4) Reactant: [CH2:1]([O:3][C:4]([C:6]1[CH:11]=[C:10]([O:12][CH2:13][CH2:14]Br)[CH:9]=[C:8]([C:16]2[CH:21]=[CH:20][CH:19]=[CH:18][CH:17]=2)[N:7]=1)=[O:5])[CH3:2].[C:22]([N:29]1[CH2:34][CH2:33][NH:32][CH2:31][CH2:30]1)([O:24][C:25]([CH3:28])([CH3:27])[CH3:26])=[O:23].CCN(C(C)C)C(C)C. Product: [C:25]([O:24][C:22]([N:29]1[CH2:34][CH2:33][N:32]([CH2:14][CH2:13][O:12][C:10]2[CH:9]=[C:8]([C:16]3[CH:21]=[CH:20][CH:19]=[CH:18][CH:17]=3)[N:7]=[C:6]([C:4]([O:3][CH2:1][CH3:2])=[O:5])[CH:11]=2)[CH2:31][CH2:30]1)=[O:23])([CH3:28])([CH3:26])[CH3:27]. The catalyst class is: 10. (5) Reactant: [C:1]1([C:35]2[CH:40]=[CH:39][CH:38]=[CH:37][CH:36]=2)[CH:6]=[CH:5][C:4]([C@@:7]23[CH2:25][N:18]([C@H:19]([C:21]([O:23]C)=[O:22])[CH2:20]2)[C:17](=[O:26])[C@@H:16]([NH:27][C:28]([O:30][C:31]([CH3:34])([CH3:33])[CH3:32])=[O:29])[CH2:15][CH2:14][CH2:13][CH2:12][CH:11]=[CH:10][CH2:9][S:8]3)=[CH:3][CH:2]=1.O.[OH-].[Li+]. Product: [C:1]1([C:35]2[CH:36]=[CH:37][CH:38]=[CH:39][CH:40]=2)[CH:6]=[CH:5][C:4]([C@@:7]23[CH2:25][N:18]([C@H:19]([C:21]([OH:23])=[O:22])[CH2:20]2)[C:17](=[O:26])[C@@H:16]([NH:27][C:28]([O:30][C:31]([CH3:34])([CH3:32])[CH3:33])=[O:29])[CH2:15][CH2:14][CH2:13][CH2:12][CH:11]=[CH:10][CH2:9][S:8]3)=[CH:3][CH:2]=1. The catalyst class is: 87. (6) Reactant: Cl[C:2]1[C:11]2[C:6](=[CH:7][CH:8]=[CH:9][CH:10]=2)[N:5]=[CH:4][C:3]=1[N+:12]([O-:14])=[O:13].C(N(CC)CC)C.[NH2:22][CH2:23][C:24]1([OH:28])[CH2:27][CH2:26][CH2:25]1. Product: [N+:12]([C:3]1[CH:4]=[N:5][C:6]2[C:11]([C:2]=1[NH:22][CH2:23][C:24]1([OH:28])[CH2:27][CH2:26][CH2:25]1)=[CH:10][CH:9]=[CH:8][CH:7]=2)([O-:14])=[O:13]. The catalyst class is: 4. (7) Reactant: Cl.[N+:2]([C:5]1[CH:10]=[CH:9][C:8]([CH2:11][CH2:12][NH2:13])=[CH:7][CH:6]=1)([O-:4])=[O:3].C(=O)([O-])O.[Na+].[C:19](Cl)(=[O:23])[C:20]([CH3:22])=[CH2:21]. Product: [N+:2]([C:5]1[CH:6]=[CH:7][C:8]([CH2:11][CH2:12][NH:13][C:19](=[O:23])[C:20]([CH3:22])=[CH2:21])=[CH:9][CH:10]=1)([O-:4])=[O:3]. The catalyst class is: 69. (8) Reactant: [F:1][C:2]1[CH:3]=[C:4]([C:9]2[CH:10]=[C:11]3[C:18]4([CH:22]=[C:21]([F:23])[C:20](=O)[NH:19]4)[C:17]([CH3:26])([CH3:25])[CH2:16][O:15][C:12]3=[CH:13][CH:14]=2)[CH:5]=[C:6]([F:8])[CH:7]=1.P12(SP3(SP(SP(S3)(S1)=S)(=S)S2)=S)=S.[NH3:41].C(OO)(C)(C)C. Product: [F:1][C:2]1[CH:3]=[C:4]([C:9]2[CH:10]=[C:11]3[C:18]4([CH:22]=[C:21]([F:23])[C:20]([NH2:41])=[N:19]4)[C:17]([CH3:25])([CH3:26])[CH2:16][O:15][C:12]3=[CH:13][CH:14]=2)[CH:5]=[C:6]([F:8])[CH:7]=1. The catalyst class is: 17. (9) Product: [ClH:31].[NH2:7][CH2:8][CH2:9][O:10][C:11]1[C:20]2[C:15](=[CH:16][CH:17]=[CH:18][CH:19]=2)[C:14](=[O:21])[NH:13][C:12]=1[C:22]1[CH:27]=[CH:26][CH:25]=[C:24]([O:28][CH3:29])[CH:23]=1. The catalyst class is: 71. Reactant: C(OC(=O)[NH:7][CH2:8][CH2:9][O:10][C:11]1[C:20]2[C:15](=[CH:16][CH:17]=[CH:18][CH:19]=2)[C:14](=[O:21])[NH:13][C:12]=1[C:22]1[CH:27]=[CH:26][CH:25]=[C:24]([O:28][CH3:29])[CH:23]=1)(C)(C)C.[ClH:31]. (10) The catalyst class is: 2. Reactant: [F:1][C:2]([F:50])([F:49])[C:3]1[CH:48]=[CH:47][C:6]2[NH:7][C:8]([C:10]3[CH:15]=[CH:14][C:13]([S:16]([CH:19]4[CH2:25][CH2:24][CH2:23][CH2:22][N:21]([O:26]C(C5C=CC=CC=5)(C5C=CC=CC=5)C5C=CC=CC=5)[C:20]4=[O:46])(=[O:18])=[O:17])=[CH:12][CH:11]=3)=[N:9][C:5]=2[CH:4]=1.C(O)(C(F)(F)F)=O. Product: [OH:26][N:21]1[CH2:22][CH2:23][CH2:24][CH2:25][CH:19]([S:16]([C:13]2[CH:12]=[CH:11][C:10]([C:8]3[NH:7][C:6]4[CH:47]=[CH:48][C:3]([C:2]([F:50])([F:49])[F:1])=[CH:4][C:5]=4[N:9]=3)=[CH:15][CH:14]=2)(=[O:18])=[O:17])[C:20]1=[O:46].